Dataset: Forward reaction prediction with 1.9M reactions from USPTO patents (1976-2016). Task: Predict the product of the given reaction. Given the reactants [F:1][C:2]([F:11])([F:10])[C:3]1[CH:4]=[CH:5][C:6](=[O:9])[NH:7][CH:8]=1.C[Si]([N-][Si](C)(C)C)(C)C.[Li+].[CH:22]1([CH2:27][C@@H:28](OS(C(F)(F)F)(=O)=O)[C:29]([O:31][CH3:32])=[O:30])[CH2:26][CH2:25][CH2:24][CH2:23]1, predict the reaction product. The product is: [CH:22]1([CH2:27][C@H:28]([N:7]2[CH:8]=[C:3]([C:2]([F:1])([F:10])[F:11])[CH:4]=[CH:5][C:6]2=[O:9])[C:29]([O:31][CH3:32])=[O:30])[CH2:26][CH2:25][CH2:24][CH2:23]1.